From a dataset of Experimentally validated miRNA-target interactions with 360,000+ pairs, plus equal number of negative samples. Binary Classification. Given a miRNA mature sequence and a target amino acid sequence, predict their likelihood of interaction. The miRNA is hsa-miR-6754-3p with sequence UCUUCACCUGCCUCUGCCUGCA. The protein sequence of the target gene is MSVKEAGSSGRREQAAYHLHIYPQLSTTESQASCRVTATKDSTTSDVIKDAIASLRLDGTKCYVLVEVKESGGEEWVLDANDSPVHRVLLWPRRAQDEHPQEDGYYFLLQERNADGTIKYVHMQLVAQATATRRLVERGLLPRQQADFDDLCNLPELTEGNLLKNLKHRFLQQKIYTYAGSILVAINPFKFLPIYNPKYVKMYENQQLGKLEPHVFALADVAYYTMLRKRVNQCIVISGESGSGKTQSTNFLIHCLTALSQKGYASGVERTILGAGPVLEAFGNAKTAHNNNSSRFGKFI.... Result: 1 (interaction).